This data is from Forward reaction prediction with 1.9M reactions from USPTO patents (1976-2016). The task is: Predict the product of the given reaction. (1) Given the reactants [O:1]=[S:2]1(=[O:21])[CH2:7][CH2:6][N:5]2[CH:8]3[CH2:13][CH2:12][C:11]([C:14]4[CH:19]=[CH:18][C:17]([OH:20])=[CH:16][CH:15]=4)([C:4]2=[N:3]1)[CH2:10][CH2:9]3.Br[C:23]1[CH:28]=[CH:27][CH:26]=[CH:25][C:24]=1[C:29]([F:32])([F:31])[F:30].N1C=CC=CC=1C(O)=O.P([O-])([O-])([O-])=O.[K+].[K+].[K+], predict the reaction product. The product is: [F:30][C:29]([F:32])([F:31])[C:24]1[CH:25]=[CH:26][CH:27]=[CH:28][C:23]=1[O:20][C:17]1[CH:16]=[CH:15][C:14]([C:11]23[CH2:12][CH2:13][CH:8]([N:5]4[CH2:6][CH2:7][S:2](=[O:1])(=[O:21])[N:3]=[C:4]42)[CH2:9][CH2:10]3)=[CH:19][CH:18]=1. (2) Given the reactants [C:1]([O:5][C:6](=[O:21])[N:7]([CH:9]1[C:18]2[C:13](=[CH:14][C:15]([CH:19]=O)=[CH:16][CH:17]=2)[O:12][CH2:11][CH2:10]1)[CH3:8])([CH3:4])([CH3:3])[CH3:2].[NH:22]1[CH2:27][CH2:26][CH2:25][CH2:24][CH2:23]1.[BH-](OC(C)=O)(OC(C)=O)OC(C)=O.[Na+].CC(O)=O, predict the reaction product. The product is: [C:1]([O:5][C:6](=[O:21])[N:7]([CH3:8])[CH:9]1[C:18]2[C:13](=[CH:14][C:15]([CH2:19][N:22]3[CH2:27][CH2:26][CH2:25][CH2:24][CH2:23]3)=[CH:16][CH:17]=2)[O:12][CH2:11][CH2:10]1)([CH3:4])([CH3:3])[CH3:2]. (3) The product is: [CH:1]1([N:6]2[CH2:7][CH2:8][N:9]([C:12]([C:14]3[CH:15]=[C:16]4[C:20](=[CH:21][CH:22]=3)[NH:19][C:18]([C:23]([N:32]3[CH2:36][CH2:37][CH:38]([O:61][CH3:60])[CH2:39][CH2:40]3)=[O:24])=[CH:17]4)=[O:13])[CH2:10][CH2:11]2)[CH2:5][CH2:4][CH2:3][CH2:2]1. Given the reactants [CH:1]1([N:6]2[CH2:11][CH2:10][N:9]([C:12]([C:14]3[CH:15]=[C:16]4[C:20](=[CH:21][CH:22]=3)[NH:19][C:18]([C:23](O)=[O:24])=[CH:17]4)=[O:13])[CH2:8][CH2:7]2)[CH2:5][CH2:4][CH2:3][CH2:2]1.Cl.F[B-](F)(F)F.[N:32]1(OC(N(C)C)=[N+](C)C)[C:36]2[CH:37]=[CH:38][CH:39]=[CH:40]C=2N=N1.C(N(CC)C(C)C)(C)C.CN(C)[CH:60]=[O:61], predict the reaction product. (4) Given the reactants [Br:1][C:2]1[CH:7]=[CH:6][C:5]([CH:8]2[CH2:10][CH:9]2[C:11]([OH:13])=[O:12])=[C:4]([F:14])[CH:3]=1.[N+](=[CH2:17])=[N-], predict the reaction product. The product is: [Br:1][C:2]1[CH:7]=[CH:6][C:5]([CH:8]2[CH2:10][CH:9]2[C:11]([O:13][CH3:17])=[O:12])=[C:4]([F:14])[CH:3]=1. (5) Given the reactants [Br:1][C:2]1[CH:20]=[CH:19][C:5]([CH2:6][NH:7][CH2:8][C:9]([O:11][CH2:12][C:13]2[CH:18]=[CH:17][CH:16]=[CH:15][CH:14]=2)=[O:10])=[CH:4][CH:3]=1.[C:21](OC(=O)C)(=[O:23])[CH3:22], predict the reaction product. The product is: [Br:1][C:2]1[CH:20]=[CH:19][C:5]([CH2:6][N:7]([CH2:8][C:9]([O:11][CH2:12][C:13]2[CH:18]=[CH:17][CH:16]=[CH:15][CH:14]=2)=[O:10])[C:21](=[O:23])[CH3:22])=[CH:4][CH:3]=1.